This data is from Catalyst prediction with 721,799 reactions and 888 catalyst types from USPTO. The task is: Predict which catalyst facilitates the given reaction. (1) Reactant: CC1(C)[O:9][C:7](=[O:8])[CH2:6][C:4](=[O:5])[O:3]1.[C:11]1(C)[CH:16]=CC=C[CH:12]=1. Product: [CH:11]([CH:6]([C:7]([OH:9])=[O:8])[C:4]([OH:3])=[O:5])([CH3:16])[CH3:12]. The catalyst class is: 41. (2) Reactant: [Cl:1][C:2]1[N:7]=[C:6](Cl)[C:5]([N+:9]([O-:11])=[O:10])=[CH:4][N:3]=1.[N:12]1[C:21]2[C:16](=[CH:17][CH:18]=[CH:19][CH:20]=2)[CH:15]=[CH:14][C:13]=1[CH2:22][C:23]([O:25][CH2:26][CH3:27])=[O:24]. Product: [Cl:1][C:2]1[N:7]=[C:6]([C:22](=[C:13]2[CH:14]=[CH:15][C:16]3[C:21](=[CH:20][CH:19]=[CH:18][CH:17]=3)[NH:12]2)[C:23]([O:25][CH2:26][CH3:27])=[O:24])[C:5]([N+:9]([O-:11])=[O:10])=[CH:4][N:3]=1. The catalyst class is: 15. (3) Reactant: CN(C(ON1N=NC2C=CC=NC1=2)=[N+](C)C)C.F[P-](F)(F)(F)(F)F.CCN(CC)CC.[CH3:32][N:33]([CH3:39])[C@@H:34]1[CH2:38][CH2:37][NH:36][CH2:35]1.[Li+].[Cl:41][C:42]1[CH:47]=[CH:46][N:45]=[C:44]2[CH:48]=[C:49]([C:51]([O-])=[O:52])[S:50][C:43]=12. Product: [Cl:41][C:42]1[CH:47]=[CH:46][N:45]=[C:44]2[CH:48]=[C:49]([C:51]([N:36]3[CH2:37][CH2:38][C@@H:34]([N:33]([CH3:39])[CH3:32])[CH2:35]3)=[O:52])[S:50][C:43]=12. The catalyst class is: 3. (4) Reactant: C1(P(C2C=CC=CC=2)C2C=CC=CC=2)C=CC=CC=1.[C:20]([O:23][CH2:24][C:25]([NH:27][C:28]1[CH:33]=[CH:32][C:31]([C:34]#[N:35])=[C:30]([O:36][C:37]([F:40])([F:39])[F:38])[CH:29]=1)=O)(=[O:22])[CH3:21].C[Si]([N:45]=[N+:46]=[N-:47])(C)C. Product: [C:20]([O:23][CH2:24][C:25]1[N:27]([C:28]2[CH:33]=[CH:32][C:31]([C:34]#[N:35])=[C:30]([O:36][C:37]([F:40])([F:39])[F:38])[CH:29]=2)[N:47]=[N:46][N:45]=1)(=[O:22])[CH3:21]. The catalyst class is: 1. (5) Reactant: Cl.[CH2:2]([CH:4]([CH2:12][CH3:13])[CH2:5][O:6][C:7](=[O:11])[C@H:8]([CH3:10])[NH2:9])[CH3:3].[P:14](Cl)(Cl)([O:16][C:17]1[CH:22]=[CH:21][CH:20]=[CH:19][CH:18]=1)=[O:15].C(N(CC)CC)C.[F:32][C:33]1[C:38]([OH:39])=[C:37]([F:40])[C:36]([F:41])=[C:35]([F:42])[C:34]=1[F:43]. Product: [F:32][C:33]1[C:34]([F:43])=[C:35]([F:42])[C:36]([F:41])=[C:37]([F:40])[C:38]=1[O:39][P:14]([NH:9][C@@H:8]([CH3:10])[C:7]([O:6][CH2:5][CH:4]([CH2:2][CH3:3])[CH2:12][CH3:13])=[O:11])([O:16][C:17]1[CH:22]=[CH:21][CH:20]=[CH:19][CH:18]=1)=[O:15]. The catalyst class is: 2. (6) Reactant: [CH:1]([S:4](Cl)(=[O:6])=[O:5])([CH3:3])[CH3:2].[NH2:8][C:9]1[CH:14]=[CH:13][C:12]([N:15]2[CH2:20][CH2:19][CH:18]([N:21]3[C:26]4[CH:27]=[CH:28][CH:29]=[CH:30][C:25]=4[CH2:24][O:23][C:22]3=[O:31])[CH2:17][CH2:16]2)=[C:11]([Cl:32])[CH:10]=1.N1C=CC=CC=1. Product: [Cl:32][C:11]1[CH:10]=[C:9]([NH:8][S:4]([CH:1]([CH3:3])[CH3:2])(=[O:6])=[O:5])[CH:14]=[CH:13][C:12]=1[N:15]1[CH2:20][CH2:19][CH:18]([N:21]2[C:26]3[CH:27]=[CH:28][CH:29]=[CH:30][C:25]=3[CH2:24][O:23][C:22]2=[O:31])[CH2:17][CH2:16]1. The catalyst class is: 10. (7) Reactant: [CH3:1][N:2]1[CH2:7][CH2:6][N:5]([C:8]2[CH:13]=[CH:12][CH:11]=[C:10]([N+:14]([O-])=O)[CH:9]=2)[CH2:4][CH2:3]1. Product: [CH3:1][N:2]1[CH2:3][CH2:4][N:5]([C:8]2[CH:9]=[C:10]([NH2:14])[CH:11]=[CH:12][CH:13]=2)[CH2:6][CH2:7]1. The catalyst class is: 29. (8) Reactant: [F:1][C:2]1[CH:3]=[CH:4][CH:5]=[C:6]([OH:11])[C:7]=1[C:8]([OH:10])=[O:9].[C:12](OC(=O)C)(=[O:14])[CH3:13].P(=O)(O)(O)O. Product: [F:1][C:2]1[CH:3]=[CH:4][CH:5]=[C:6]([O:11][C:12](=[O:14])[CH3:13])[C:7]=1[C:8]([OH:10])=[O:9]. The catalyst class is: 6. (9) Reactant: [Cl:1][C:2]1[CH:3]=[C:4]([C@@H:8]2[C@@H:13]([C:14]3[CH:19]=[CH:18][C:17]([Cl:20])=[CH:16][CH:15]=3)[N:12]([C@@H:21]([CH2:26][CH3:27])[CH:22]=[CH:23][C:24]#[N:25])[C:11](=[O:28])[C@:10]([CH2:30][CH:31]3[CH2:35][O:34][C:33]([CH3:37])([CH3:36])[O:32]3)([CH3:29])[CH2:9]2)[CH:5]=[CH:6][CH:7]=1.[H][H]. Product: [Cl:1][C:2]1[CH:3]=[C:4]([C@@H:8]2[C@@H:13]([C:14]3[CH:15]=[CH:16][C:17]([Cl:20])=[CH:18][CH:19]=3)[N:12]([C@@H:21]([CH2:26][CH3:27])[CH2:22][CH2:23][C:24]#[N:25])[C:11](=[O:28])[C@:10]([CH2:30][CH:31]3[CH2:35][O:34][C:33]([CH3:36])([CH3:37])[O:32]3)([CH3:29])[CH2:9]2)[CH:5]=[CH:6][CH:7]=1. The catalyst class is: 50.